This data is from Forward reaction prediction with 1.9M reactions from USPTO patents (1976-2016). The task is: Predict the product of the given reaction. (1) Given the reactants [N:1]12[CH2:8][CH2:7][CH:4]([CH2:5][CH2:6]1)[C@H:3]([NH:9][C:10]([C:12]1[CH:13]=[CH:14][CH:15]=[C:16]3[O:20][C:19]([CH2:21][CH:22]4[CH2:24][CH2:23]4)=[N:18][C:17]=13)=[O:11])[CH2:2]2.[ClH:25], predict the reaction product. The product is: [ClH:25].[N:1]12[CH2:8][CH2:7][CH:4]([CH2:5][CH2:6]1)[C@H:3]([NH:9][C:10]([C:12]1[CH:13]=[CH:14][CH:15]=[C:16]3[O:20][C:19]([CH2:21][CH:22]4[CH2:24][CH2:23]4)=[N:18][C:17]=13)=[O:11])[CH2:2]2. (2) Given the reactants Br[C:2]1[C:3]([CH:8]2[CH2:11][N:10]([C:12]3[CH:21]=[CH:20][C:19]4[C:14](=[CH:15][CH:16]=[CH:17][CH:18]=4)[N:13]=3)[CH2:9]2)=[N:4][CH:5]=[CH:6][CH:7]=1.[CH3:22][CH:23]1[CH2:27][CH2:26][NH:25][CH2:24]1.C1C=CC(P(C2C(C3C(P(C4C=CC=CC=4)C4C=CC=CC=4)=CC=C4C=3C=CC=C4)=C3C(C=CC=C3)=CC=2)C2C=CC=CC=2)=CC=1.C(O[Na])(C)(C)C, predict the reaction product. The product is: [CH3:22][CH:23]1[CH2:27][CH2:26][N:25]([C:2]2[C:3]([CH:8]3[CH2:11][N:10]([C:12]4[CH:21]=[CH:20][C:19]5[C:14](=[CH:15][CH:16]=[CH:17][CH:18]=5)[N:13]=4)[CH2:9]3)=[N:4][CH:5]=[CH:6][CH:7]=2)[CH2:24]1. (3) Given the reactants [CH3:1][C:2]1[N:3]=[CH:4][N:5]([C:7]2[CH:13]=[CH:12][C:10]([NH2:11])=[C:9]([C:14]#[N:15])[CH:8]=2)[CH:6]=1.[H][H], predict the reaction product. The product is: [CH3:1][C:2]1[N:3]=[CH:4][N:5]([C:7]2[CH:13]=[CH:12][C:10]([NH2:11])=[C:9]([CH2:14][NH2:15])[CH:8]=2)[CH:6]=1.